Dataset: Catalyst prediction with 721,799 reactions and 888 catalyst types from USPTO. Task: Predict which catalyst facilitates the given reaction. (1) Reactant: [C:1]([O:5][C:6](=[O:41])[NH:7][C:8]([C:10]1[S:11][C:12]([S:39][CH3:40])=[C:13]([S:15]([C:18]2[CH:19]=[C:20]([C:24]3[C:29]([CH3:30])=[CH:28][CH:27]=[CH:26][C:25]=3[NH:31][C:32]([NH:34][CH2:35][CH2:36][C:37]#[N:38])=[O:33])[CH:21]=[CH:22][CH:23]=2)(=[O:17])=[O:16])[CH:14]=1)=[NH:9])([CH3:4])([CH3:3])[CH3:2].C(OC(=O)NC(C1SC(SC)=C(S(C2C=C(C3C(C)=CC=CC=3N)C=CC=2)(=O)=O)C=1)=N)(C)(C)C.NCCC#N.[N:81]([Si](C)(C)C)=[N+:82]=[N-:83].C([Sn](=O)CCCC)CCC. Product: [C:1]([O:5][C:6](=[O:41])[NH:7][C:8](=[NH:9])[C:10]1[S:11][C:12]([S:39][CH3:40])=[C:13]([S:15]([C:18]2[CH:19]=[C:20]([C:24]3[C:29]([CH3:30])=[CH:28][CH:27]=[CH:26][C:25]=3[NH:31][C:32]([NH:34][CH2:35][CH2:36][C:37]3[N:81]=[N:82][NH:83][N:38]=3)=[O:33])[CH:21]=[CH:22][CH:23]=2)(=[O:17])=[O:16])[CH:14]=1)([CH3:3])([CH3:4])[CH3:2]. The catalyst class is: 11. (2) Reactant: Cl[CH2:2][CH2:3][CH2:4][O:5][C:6]1[C:32]([O:33][CH3:34])=[CH:31][C:9]2[CH:10]=[C:11]3[C:16](=[CH:17][C:8]=2[CH:7]=1)[N:15]=[CH:14][C:13]([C:18]#[N:19])=[C:12]3[NH:20][C:21]1[CH:26]=[C:25]([O:27][CH3:28])[C:24]([Cl:29])=[CH:23][C:22]=1[Cl:30].[NH:35]1[CH2:40][CH2:39][O:38][CH2:37][CH2:36]1.[I-].[Na+]. Product: [Cl:30][C:22]1[CH:23]=[C:24]([Cl:29])[C:25]([O:27][CH3:28])=[CH:26][C:21]=1[NH:20][C:12]1[C:11]2[C:16](=[CH:17][C:8]3[CH:7]=[C:6]([O:5][CH2:4][CH2:3][CH2:2][N:35]4[CH2:40][CH2:39][O:38][CH2:37][CH2:36]4)[C:32]([O:33][CH3:34])=[CH:31][C:9]=3[CH:10]=2)[N:15]=[CH:14][C:13]=1[C:18]#[N:19]. The catalyst class is: 57. (3) Product: [F:13][C:3]1[C:2]([NH:1][S:21]([CH3:20])(=[O:23])=[O:22])=[CH:11][CH:10]=[C:9]([F:12])[C:4]=1[C:5]([O:7][CH3:8])=[O:6]. Reactant: [NH2:1][C:2]1[C:3]([F:13])=[C:4]([C:9]([F:12])=[CH:10][CH:11]=1)[C:5]([O:7][CH3:8])=[O:6].N1C=CC=CC=1.[CH3:20][S:21](Cl)(=[O:23])=[O:22]. The catalyst class is: 2. (4) Reactant: [CH3:1][O:2][C:3]([C:5]1[C:13]([NH:14][C:15]2[CH:20]=[CH:19][C:18]([Br:21])=[CH:17][C:16]=2[Cl:22])=[C:12]([F:23])[C:8]2[N:9]=[CH:10][NH:11][C:7]=2[CH:6]=1)=[O:4].IC.[C:26](=O)([O-])[O-].[K+].[K+]. Product: [CH3:1][O:2][C:3]([C:5]1[C:13]([NH:14][C:15]2[CH:20]=[CH:19][C:18]([Br:21])=[CH:17][C:16]=2[Cl:22])=[C:12]([F:23])[C:8]2[N:9]=[CH:10][N:11]([CH3:26])[C:7]=2[CH:6]=1)=[O:4]. The catalyst class is: 42. (5) Reactant: [C:1]1([CH3:7])[CH:6]=CC=C[CH:2]=1.[CH3:8][O:9][C:10](=[O:22])[C:11]1[CH:16]=[CH:15][C:14](Br)=[CH:13][C:12]=1[C:18]([F:21])([F:20])[F:19].C(B(O)O)C(C)C.C(=O)([O-])[O-].[Cs+].[Cs+]. Product: [CH3:8][O:9][C:10](=[O:22])[C:11]1[CH:16]=[CH:15][C:14]([CH2:2][CH:1]([CH3:7])[CH3:6])=[CH:13][C:12]=1[C:18]([F:21])([F:20])[F:19]. The catalyst class is: 103. (6) Reactant: C([O-])(=O)C.[Na+].Cl.[NH2:7][NH:8][C:9]([NH2:11])=[O:10].[C:12]([C:15]1[CH:22]=[CH:21][C:18]([C:19]#[N:20])=[CH:17][CH:16]=1)(=O)[CH3:13]. Product: [C:12](=[N:7][NH:8][C:9]([NH2:11])=[O:10])([C:15]1[CH:22]=[CH:21][C:18]([C:19]#[N:20])=[CH:17][CH:16]=1)[CH3:13]. The catalyst class is: 97. (7) Reactant: COC1C=C(OC)C=CC=1C[NH:6][C@@H:7]1[CH2:12][CH2:11][C@H:10]([NH:13][S:14]([C:17]2[CH:22]=[CH:21][C:20]([C:23]3[CH:28]=[CH:27][C:26]([F:29])=[CH:25][C:24]=3[F:30])=[CH:19][CH:18]=2)(=[O:16])=[O:15])[CH2:9][CH2:8]1.O. Product: [NH2:6][C@@H:7]1[CH2:12][CH2:11][C@H:10]([NH:13][S:14]([C:17]2[CH:18]=[CH:19][C:20]([C:23]3[CH:28]=[CH:27][C:26]([F:29])=[CH:25][C:24]=3[F:30])=[CH:21][CH:22]=2)(=[O:16])=[O:15])[CH2:9][CH2:8]1. The catalyst class is: 290. (8) Reactant: C1(P(C2C=CC=CC=2)C2C=CC3C(=CC=CC=3)C=2C2C3C(=CC=CC=3)C=CC=2P(C2C=CC=CC=2)C2C=CC=CC=2)C=CC=CC=1.[N:47]12[CH2:55][CH2:54][CH:51]([CH2:52][CH2:53]1)[NH:50][CH2:49][CH2:48]2.Br[C:57]1[CH:69]=[CH:68][C:67]2[C:66]3[C:61](=[CH:62][CH:63]=[CH:64][CH:65]=3)[C:60](=[O:70])[C:59]=2[CH:58]=1.CC(C)([O-])C.[Na+]. Product: [N:47]12[CH2:55][CH2:54][CH:51]([CH2:52][CH2:53]1)[N:50]([C:57]1[CH:69]=[CH:68][C:67]3[C:66]4[C:61](=[CH:62][CH:63]=[CH:64][CH:65]=4)[C:60](=[O:70])[C:59]=3[CH:58]=1)[CH2:49][CH2:48]2. The catalyst class is: 101.